Dataset: Reaction yield outcomes from USPTO patents with 853,638 reactions. Task: Predict the reaction yield, written as a fraction of the theoretical maximum amount of product (1.0 means a 100% yield; for example, 0.34 means a 34% yield). (1) The reactants are C1N2CN3CN(C2)CN1C3.[Cl:11][C:12]1[CH:17]=[CH:16][CH:15]=[C:14]([CH3:18])[C:13]=1[OH:19].FC(F)(F)[C:22](O)=[O:23]. No catalyst specified. The product is [Cl:11][C:12]1[CH:17]=[C:16]([CH:15]=[C:14]([CH3:18])[C:13]=1[OH:19])[CH:22]=[O:23]. The yield is 0.350. (2) The reactants are [NH:1]1[C:9]2[C:4](=[C:5]([N:10]3[CH2:15][CH2:14][N:13]([CH2:16][C:17]4[CH:26]=[CH:25][C:24]5[C:19](=[CH:20][CH:21]=[CH:22][CH:23]=5)[N:18]=4)[CH2:12][CH2:11]3)[CH:6]=[CH:7][CH:8]=2)[CH:3]=[CH:2]1.[H][H]. The catalyst is O=[Pt]=O.C(O)(=O)C. The product is [NH:1]1[C:9]2[C:4](=[C:5]([N:10]3[CH2:15][CH2:14][N:13]([CH2:16][CH:17]4[CH2:26][CH2:25][C:24]5[C:19](=[CH:20][CH:21]=[CH:22][CH:23]=5)[NH:18]4)[CH2:12][CH2:11]3)[CH:6]=[CH:7][CH:8]=2)[CH:3]=[CH:2]1. The yield is 0.765. (3) The reactants are Cl[C:2]1[N:7]=[CH:6][N:5]=[C:4]([NH:8][C@@H:9]([C:17]([O:19][CH3:20])=[O:18])[CH2:10][C:11]2[CH:16]=[CH:15][CH:14]=[CH:13][CH:12]=2)[CH:3]=1.[CH:21]1([CH2:24][O:25][C:26]2[CH:31]=[CH:30][C:29](B(O)O)=[CH:28][CH:27]=2)[CH2:23][CH2:22]1.C(=O)([O-])[O-].[K+].[K+]. The catalyst is C1C=CC([P]([Pd]([P](C2C=CC=CC=2)(C2C=CC=CC=2)C2C=CC=CC=2)([P](C2C=CC=CC=2)(C2C=CC=CC=2)C2C=CC=CC=2)[P](C2C=CC=CC=2)(C2C=CC=CC=2)C2C=CC=CC=2)(C2C=CC=CC=2)C2C=CC=CC=2)=CC=1.C1C=CC=CC=1. The product is [CH:21]1([CH2:24][O:25][C:26]2[CH:31]=[CH:30][C:29]([C:2]3[N:7]=[CH:6][N:5]=[C:4]([NH:8][C@@H:9]([C:17]([O:19][CH3:20])=[O:18])[CH2:10][C:11]4[CH:16]=[CH:15][CH:14]=[CH:13][CH:12]=4)[CH:3]=3)=[CH:28][CH:27]=2)[CH2:22][CH2:23]1. The yield is 0.600. (4) The reactants are [N:1]1([C:12]([O:14][C:15]([CH3:18])([CH3:17])[CH3:16])=[O:13])[CH2:6][CH2:5][CH2:4][CH:3]([C:7]([O:9][CH2:10][CH3:11])=[O:8])[CH2:2]1.Br[CH2:20][CH2:21][CH2:22][C:23]#[N:24]. No catalyst specified. The product is [C:23]([CH2:22][CH2:21][CH2:20][C:3]1([C:7]([O:9][CH2:10][CH3:11])=[O:8])[CH2:4][CH2:5][CH2:6][N:1]([C:12]([O:14][C:15]([CH3:17])([CH3:16])[CH3:18])=[O:13])[CH2:2]1)#[N:24]. The yield is 0.990. (5) The reactants are [NH2:1][C:2]1[N:7]=[C:6]([C:8](=O)[CH3:9])[CH:5]=[C:4]([NH:11][C:12]2[CH:17]=[CH:16][C:15]([O:18][C:19]3[CH:24]=[CH:23][N:22]=[C:21]([C:25]([F:28])([F:27])[F:26])[CH:20]=3)=[CH:14][CH:13]=2)[N:3]=1.[CH2:29]([NH2:32])[CH2:30][CH3:31].[BH3-]C#N.[Na+]. The catalyst is CO.C1COCC1. The product is [CH2:29]([NH:32][CH:8]([C:6]1[N:7]=[C:2]([NH2:1])[N:3]=[C:4]([NH:11][C:12]2[CH:13]=[CH:14][C:15]([O:18][C:19]3[CH:24]=[CH:23][N:22]=[C:21]([C:25]([F:28])([F:26])[F:27])[CH:20]=3)=[CH:16][CH:17]=2)[CH:5]=1)[CH3:9])[CH2:30][CH3:31]. The yield is 0.250. (6) The reactants are Cl.C[O:3][C:4](=O)[CH:5]([NH2:16])[CH2:6][C:7]1[C:15]2[C:10](=[N:11][CH:12]=[CH:13][CH:14]=2)[NH:9][CH:8]=1.[H-].[H-].[H-].[H-].[Li+].[Al+3]. The catalyst is C1COCC1. The product is [NH2:16][CH:5]([CH2:6][C:7]1[C:15]2[C:10](=[N:11][CH:12]=[CH:13][CH:14]=2)[NH:9][CH:8]=1)[CH2:4][OH:3]. The yield is 0.430. (7) The reactants are N12CCCN=C1CCCCC2.[F:12][C:13]([F:42])([F:41])[C:14]([N:16]([CH2:26][C:27]1([CH2:33][C:34]2[CH:39]=[CH:38][C:37]([F:40])=[CH:36][CH:35]=2)[CH2:32][CH2:31][NH:30][CH2:29][CH2:28]1)[C@@H:17]1[CH2:19][C@H:18]1[C:20]1[CH:25]=[CH:24][CH:23]=[CH:22][CH:21]=1)=[O:15].[C:43]1(=[CH:47][C:48]([O:50][C:51]([CH3:54])([CH3:53])[CH3:52])=[O:49])[CH2:46][CH2:45][CH2:44]1.C(#N)C. No catalyst specified. The product is [C:51]([O:50][C:48](=[O:49])[CH2:47][C:43]1([N:30]2[CH2:29][CH2:28][C:27]([CH2:33][C:34]3[CH:35]=[CH:36][C:37]([F:40])=[CH:38][CH:39]=3)([CH2:26][N:16]([C@@H:17]3[CH2:19][C@H:18]3[C:20]3[CH:21]=[CH:22][CH:23]=[CH:24][CH:25]=3)[C:14](=[O:15])[C:13]([F:41])([F:12])[F:42])[CH2:32][CH2:31]2)[CH2:46][CH2:45][CH2:44]1)([CH3:54])([CH3:52])[CH3:53]. The yield is 0.590. (8) The reactants are [Br:1][C:2]1[S:3][C:4]([S:7]([CH3:10])(=[O:9])=[O:8])=[CH:5][CH:6]=1.S(=O)(=O)(O)O.[N+:16]([O-])([O-:18])=[O:17].[Na+]. No catalyst specified. The product is [Br:1][C:2]1[S:3][C:4]([S:7]([CH3:10])(=[O:9])=[O:8])=[CH:5][C:6]=1[N+:16]([O-:18])=[O:17]. The yield is 0.470. (9) The reactants are F[C:2](F)(F)[C:3](O)=O.[Cl:8][C:9]1[CH:10]=[CH:11][C:12]([NH:15][C:16](=[O:33])[C:17]2[CH:22]=[C:21]([I:23])[CH:20]=[CH:19][C:18]=2[NH:24][C:25]([CH:27]2[CH2:32][CH2:31][NH:30][CH2:29][CH2:28]2)=[O:26])=[N:13][CH:14]=1.[C:34](O)(=O)C.C([BH3-])#N.[Na+].C([O-])(=O)C.[NH4+]. The catalyst is CO. The product is [Cl:8][C:9]1[CH:10]=[CH:11][C:12]([NH:15][C:16](=[O:33])[C:17]2[CH:22]=[C:21]([I:23])[CH:20]=[CH:19][C:18]=2[NH:24][C:25]([CH:27]2[CH2:28][CH2:29][N:30]([CH:2]([CH3:3])[CH3:34])[CH2:31][CH2:32]2)=[O:26])=[N:13][CH:14]=1. The yield is 0.650.